Dataset: Catalyst prediction with 721,799 reactions and 888 catalyst types from USPTO. Task: Predict which catalyst facilitates the given reaction. (1) Reactant: [C:1]([C:3]1[CH:29]=[CH:28][C:6]([CH2:7][C:8]2[C:12]3[C:13](=[O:27])[N:14]([C:21]4[CH:26]=[CH:25][CH:24]=[CH:23][CH:22]=4)[C:15]4[N:16]=[CH:17][CH:18]=[CH:19][C:20]=4[C:11]=3[NH:10][N:9]=2)=[CH:5][CH:4]=1)#N.S(=O)(=O)(O)[OH:31].[OH2:35]. Product: [C:1]([C:3]1[CH:4]=[CH:5][C:6]([CH2:7][C:8]2[C:12]3[C:13](=[O:27])[N:14]([C:21]4[CH:22]=[CH:23][CH:24]=[CH:25][CH:26]=4)[C:15]4[N:16]=[CH:17][CH:18]=[CH:19][C:20]=4[C:11]=3[NH:10][N:9]=2)=[CH:28][CH:29]=1)([OH:31])=[O:35]. The catalyst class is: 16. (2) Reactant: [BH4-].[Na+].[CH3:3][O:4][CH2:5][CH2:6][O:7][CH2:8][C:9]1[CH:14]=[CH:13][C:12]([C@H:15]2[C@H:20]([O:21][CH2:22][C@H:23]3[CH2:25][O:24]3)[CH2:19][N:18](S(C3C=CC(C)=CC=3)(=O)=O)[CH2:17][C@@H:16]2[CH2:36][CH2:37][C:38]2[CH:39]=[CH:40][C:41]3[O:46][CH2:45][CH2:44][N:43]([CH2:47][CH2:48][CH2:49][O:50][CH3:51])[C:42]=3[CH:52]=2)=[CH:11][CH:10]=1.[Cl-].[NH4+]. Product: [CH3:3][O:4][CH2:5][CH2:6][O:7][CH2:8][C:9]1[CH:14]=[CH:13][C:12]([C@@H:15]2[C@@H:16]([CH2:36][CH2:37][C:38]3[CH:39]=[CH:40][C:41]4[O:46][CH2:45][CH2:44][N:43]([CH2:47][CH2:48][CH2:49][O:50][CH3:51])[C:42]=4[CH:52]=3)[CH2:17][NH:18][CH2:19][C@H:20]2[O:21][CH2:22][C@H:23]([OH:24])[CH3:25])=[CH:11][CH:10]=1. The catalyst class is: 199. (3) Product: [ClH:19].[CH2:1]([O:3][C:4](=[O:18])[CH2:5][O:6][C@@H:7]([CH3:17])[CH2:8][NH2:9])[CH3:2]. The catalyst class is: 13. Reactant: [CH2:1]([O:3][C:4](=[O:18])[CH2:5][O:6][C@@H:7]([CH3:17])[CH2:8][NH:9]C(OC(C)(C)C)=O)[CH3:2].[ClH:19].